Dataset: NCI-60 drug combinations with 297,098 pairs across 59 cell lines. Task: Regression. Given two drug SMILES strings and cell line genomic features, predict the synergy score measuring deviation from expected non-interaction effect. (1) Drug 1: CN1CCC(CC1)COC2=C(C=C3C(=C2)N=CN=C3NC4=C(C=C(C=C4)Br)F)OC. Drug 2: C1=CC(=CC=C1C#N)C(C2=CC=C(C=C2)C#N)N3C=NC=N3. Cell line: HL-60(TB). Synergy scores: CSS=1.36, Synergy_ZIP=8.52, Synergy_Bliss=6.08, Synergy_Loewe=0.876, Synergy_HSA=-1.36. (2) Drug 1: CC1CCC2CC(C(=CC=CC=CC(CC(C(=O)C(C(C(=CC(C(=O)CC(OC(=O)C3CCCCN3C(=O)C(=O)C1(O2)O)C(C)CC4CCC(C(C4)OC)OCCO)C)C)O)OC)C)C)C)OC. Drug 2: N.N.Cl[Pt+2]Cl. Cell line: SN12C. Synergy scores: CSS=41.3, Synergy_ZIP=-4.79, Synergy_Bliss=-1.13, Synergy_Loewe=-2.72, Synergy_HSA=-2.15. (3) Drug 1: C1=NC2=C(N=C(N=C2N1C3C(C(C(O3)CO)O)O)F)N. Drug 2: CC12CCC3C(C1CCC2O)C(CC4=C3C=CC(=C4)O)CCCCCCCCCS(=O)CCCC(C(F)(F)F)(F)F. Cell line: SK-OV-3. Synergy scores: CSS=2.97, Synergy_ZIP=0.585, Synergy_Bliss=3.11, Synergy_Loewe=-3.12, Synergy_HSA=-1.92. (4) Drug 1: CC1=CC2C(CCC3(C2CCC3(C(=O)C)OC(=O)C)C)C4(C1=CC(=O)CC4)C. Drug 2: CC1C(C(CC(O1)OC2CC(CC3=C2C(=C4C(=C3O)C(=O)C5=C(C4=O)C(=CC=C5)OC)O)(C(=O)CO)O)N)O.Cl. Cell line: SK-MEL-2. Synergy scores: CSS=75.8, Synergy_ZIP=7.20, Synergy_Bliss=9.96, Synergy_Loewe=-31.6, Synergy_HSA=7.82. (5) Drug 1: CC12CCC(CC1=CCC3C2CCC4(C3CC=C4C5=CN=CC=C5)C)O. Drug 2: C(CCl)NC(=O)N(CCCl)N=O. Cell line: OVCAR-5. Synergy scores: CSS=10.8, Synergy_ZIP=-1.46, Synergy_Bliss=6.43, Synergy_Loewe=0.613, Synergy_HSA=4.51. (6) Drug 1: C1=CC(=CC=C1CCC2=CNC3=C2C(=O)NC(=N3)N)C(=O)NC(CCC(=O)O)C(=O)O. Drug 2: C1=NC2=C(N=C(N=C2N1C3C(C(C(O3)CO)O)O)F)N. Cell line: HOP-62. Synergy scores: CSS=32.8, Synergy_ZIP=-11.6, Synergy_Bliss=-4.75, Synergy_Loewe=-9.69, Synergy_HSA=-1.30. (7) Drug 1: CC(C1=C(C=CC(=C1Cl)F)Cl)OC2=C(N=CC(=C2)C3=CN(N=C3)C4CCNCC4)N. Drug 2: B(C(CC(C)C)NC(=O)C(CC1=CC=CC=C1)NC(=O)C2=NC=CN=C2)(O)O. Cell line: SW-620. Synergy scores: CSS=18.7, Synergy_ZIP=-6.02, Synergy_Bliss=-6.32, Synergy_Loewe=-12.1, Synergy_HSA=-5.75.